From a dataset of Peptide-MHC class I binding affinity with 185,985 pairs from IEDB/IMGT. Regression. Given a peptide amino acid sequence and an MHC pseudo amino acid sequence, predict their binding affinity value. This is MHC class I binding data. (1) The peptide sequence is AFDLSHFLK. The MHC is HLA-A24:02 with pseudo-sequence HLA-A24:02. The binding affinity (normalized) is 0. (2) The peptide sequence is RVYYREGR. The MHC is Mamu-B03 with pseudo-sequence Mamu-B03. The binding affinity (normalized) is 0.0672. (3) The peptide sequence is ETIEDYLGY. The MHC is HLA-B07:02 with pseudo-sequence HLA-B07:02. The binding affinity (normalized) is 0.0847. (4) The peptide sequence is SMICLSLILA. The MHC is HLA-A02:01 with pseudo-sequence HLA-A02:01. The binding affinity (normalized) is 0.574.